The task is: Predict which catalyst facilitates the given reaction.. This data is from Catalyst prediction with 721,799 reactions and 888 catalyst types from USPTO. (1) Reactant: C([O:4][CH2:5][C:6]([C:8]1[CH:13]=[CH:12][C:11]([Cl:14])=[CH:10][CH:9]=1)=[O:7])(=O)C.[OH-:15].[Na+].Cl. Product: [Cl:14][C:11]1[CH:12]=[CH:13][C:8]([C:6](=[O:7])[C:5]([OH:4])=[O:15])=[CH:9][CH:10]=1. The catalyst class is: 8. (2) The catalyst class is: 165. Product: [C:18]([O:17][C:14]1[CH:15]=[CH:16][C:11]([CH2:10][O:9][C:7](=[O:8])[NH:6][CH2:5][CH2:4][CH2:23][CH2:24][CH2:25][CH2:26][CH2:27][CH2:28][CH2:29][CH2:30][CH2:31][CH3:32])=[CH:12][C:13]=1[O:21][CH3:22])(=[O:20])[CH3:19]. Reactant: S=C1[N:6]([C:7]([O:9][CH2:10][C:11]2[CH:16]=[CH:15][C:14]([O:17][C:18](=[O:20])[CH3:19])=[C:13]([O:21][CH3:22])[CH:12]=2)=[O:8])[CH2:5][CH2:4]S1.[CH2:23](N)[CH2:24][CH2:25][CH2:26][CH2:27][CH2:28][CH2:29][CH2:30][CH2:31][CH2:32]CC.C(N(CC)CC)C. (3) Reactant: [Br:1][C:2]1[CH:3]=[C:4]([CH:7]=O)[S:5][CH:6]=1.Cl.[CH2:10]([O:17][NH2:18])[C:11]1[CH:16]=[CH:15][CH:14]=[CH:13][CH:12]=1.N1C=CC=CC=1. Product: [CH2:10]([O:17][N:18]=[CH:7][C:4]1[S:5][CH:6]=[C:2]([Br:1])[CH:3]=1)[C:11]1[CH:16]=[CH:15][CH:14]=[CH:13][CH:12]=1. The catalyst class is: 8. (4) Product: [CH2:5]([NH:7][C:8](=[S:9])[NH:10][C:11]1[CH:16]=[CH:15][C:14]([S:2]([OH:4])(=[O:17])=[O:3])=[CH:13][CH:12]=1)[CH3:6]. Reactant: Cl[S:2]([OH:4])=[O:3].[CH2:5]([NH:7][C:8]([NH:10][C:11]1[CH:16]=[CH:15][CH:14]=[CH:13][CH:12]=1)=[S:9])[CH3:6].[OH2:17]. The catalyst class is: 25. (5) Reactant: C([O:4][CH2:5][C:6]([CH3:50])([CH3:49])[CH2:7][N:8]1[C:14]2[CH:15]=[CH:16][C:17]([Cl:19])=[CH:18][C:13]=2[C@@H:12]([C:20]2[CH:25]=[CH:24][CH:23]=[C:22]([O:26][CH3:27])[C:21]=2[O:28][CH3:29])[O:11][C@H:10]([CH2:30][C:31]([NH:33][C:34]2[CH:39]=[CH:38][C:37]([CH2:40][CH2:41][CH2:42][C:43]([O:45]CC)=[O:44])=[CH:36][CH:35]=2)=[O:32])[C:9]1=[O:48])(=O)C.[OH-].[Na+].C(O)C. The catalyst class is: 6. Product: [Cl:19][C:17]1[CH:16]=[CH:15][C:14]2[N:8]([CH2:7][C:6]([CH3:49])([CH3:50])[CH2:5][OH:4])[C:9](=[O:48])[C@@H:10]([CH2:30][C:31]([NH:33][C:34]3[CH:39]=[CH:38][C:37]([CH2:40][CH2:41][CH2:42][C:43]([OH:45])=[O:44])=[CH:36][CH:35]=3)=[O:32])[O:11][C@H:12]([C:20]3[CH:25]=[CH:24][CH:23]=[C:22]([O:26][CH3:27])[C:21]=3[O:28][CH3:29])[C:13]=2[CH:18]=1. (6) Reactant: [Br:1][C:2]1[C:3]([N:9]2[CH2:14][CH2:13][O:12][CH2:11][CH:10]2[C:15]([OH:17])=O)=[N:4][C:5]([Cl:8])=[N:6][CH:7]=1.C(Cl)CCl.C1C=CC2N(O)N=NC=2C=1.[Cl:32][C:33]1[CH:38]=[CH:37][C:36]([C@H:39]([NH2:41])[CH3:40])=[CH:35][CH:34]=1.C(N(CC)CC)C. Product: [Br:1][C:2]1[C:3]([N:9]2[CH2:14][CH2:13][O:12][CH2:11][CH:10]2[C:15]([NH:41][C@@H:39]([C:36]2[CH:37]=[CH:38][C:33]([Cl:32])=[CH:34][CH:35]=2)[CH3:40])=[O:17])=[N:4][C:5]([Cl:8])=[N:6][CH:7]=1. The catalyst class is: 39. (7) Reactant: FC(F)(F)S(O[C:7]1[C:16]2[C:11](=[CH:12][N:13]=[C:14]([Cl:17])[CH:15]=2)[N:10]=[CH:9][CH:8]=1)(=O)=O.[NH:20]1[CH2:25][CH2:24][CH2:23][C@H:22]([NH:26][C:27](=[O:33])[O:28][C:29]([CH3:32])([CH3:31])[CH3:30])[CH2:21]1.CCN(C(C)C)C(C)C. Product: [Cl:17][C:14]1[CH:15]=[C:16]2[C:11](=[CH:12][N:13]=1)[N:10]=[CH:9][CH:8]=[C:7]2[N:20]1[CH2:25][CH2:24][CH2:23][C@H:22]([NH:26][C:27](=[O:33])[O:28][C:29]([CH3:31])([CH3:30])[CH3:32])[CH2:21]1. The catalyst class is: 2.